Dataset: hERG Central: cardiac toxicity at 1µM, 10µM, and general inhibition. Task: Predict hERG channel inhibition at various concentrations. (1) The drug is CCOC(=O)C1(CCCc2ccccc2)CCN(C(=O)c2cncs2)CC1. Results: hERG_inhib (hERG inhibition (general)): blocker. (2) The compound is CCOC(=O)CC(=O)CSc1ccc2nnc(-c3ccccc3)n2n1. Results: hERG_inhib (hERG inhibition (general)): blocker. (3) The drug is CC1(CCC(=O)N2CCCC(N3CCN(c4ccc(F)cc4)CC3)C2)CC1. Results: hERG_inhib (hERG inhibition (general)): blocker. (4) The drug is CC(C)Oc1cccc(C(=O)C2CCCN(Cc3cccn3-c3ccccn3)C2)c1. Results: hERG_inhib (hERG inhibition (general)): blocker.